Dataset: Full USPTO retrosynthesis dataset with 1.9M reactions from patents (1976-2016). Task: Predict the reactants needed to synthesize the given product. (1) Given the product [N:43]1([S:40]([NH:39][C:37]2[N:36]=[C:35]([S:47][CH2:48][C:49]3[CH:54]=[CH:53][CH:52]=[C:51]([F:55])[C:50]=3[F:56])[N:34]=[C:33]([O:32][C@H:30]([CH3:31])[C:29]([OH:57])=[O:28])[CH:38]=2)(=[O:42])=[O:41])[CH2:46][CH2:45][CH2:44]1, predict the reactants needed to synthesize it. The reactants are: C(OC(=O)[C@H](OC1C=C(Cl)N=C(SCC2C=CC=C(F)C=2F)N=1)C)C.C([O:28][C:29](=[O:57])[C@H:30]([O:32][C:33]1[CH:38]=[C:37]([NH:39][S:40]([N:43]2[CH2:46][CH2:45][CH2:44]2)(=[O:42])=[O:41])[N:36]=[C:35]([S:47][CH2:48][C:49]2[CH:54]=[CH:53][CH:52]=[C:51]([F:55])[C:50]=2[F:56])[N:34]=1)[CH3:31])C.[OH-].[Na+].Cl. (2) Given the product [CH:21]([C@H:6]1[C:19](=[O:20])[N:9]2[C@@H:10]([C:13]3[CH:18]=[CH:17][CH:16]=[CH:15][CH:14]=3)[O:11][CH2:12][C@@H:8]2[CH2:7]1)([CH3:23])[CH3:22], predict the reactants needed to synthesize it. The reactants are: C(OC([C@:6]1([CH:21]([CH3:23])[CH3:22])[C:19](=[O:20])[N:9]2[C@@H:10]([C:13]3[CH:18]=[CH:17][CH:16]=[CH:15][CH:14]=3)[O:11][CH2:12][C@@H:8]2[CH2:7]1)=O)C.[OH-].[Na+].C1(C)C=CC=CC=1.C(O)(=O)CC(CC(O)=O)(C(O)=O)O. (3) Given the product [S:61]1[CH2:60][CH2:59][N:58]=[C:56]1[C:40]1[NH:41][C:42]2[C:38]([CH:39]=1)=[C:37]([CH3:36])[C:45]([CH3:46])=[CH:44][C:43]=2[NH:47][S:48]([C:51]1[S:52][CH:53]=[CH:54][CH:55]=1)(=[O:49])=[O:50], predict the reactants needed to synthesize it. The reactants are: C1(P(=O)(C2C=CC=CC=2)C2C=CC=CC=2)C=CC=CC=1.FC(F)(F)S(OS(C(F)(F)F)(=O)=O)(=O)=O.[CH3:36][C:37]1[C:45]([CH3:46])=[CH:44][C:43]([NH:47][S:48]([C:51]2[S:52][CH:53]=[CH:54][CH:55]=2)(=[O:50])=[O:49])=[C:42]2[C:38]=1[CH:39]=[C:40]([C:56]([NH:58][CH2:59][CH2:60][S:61]C(C1C=CC=CC=1)(C1C=CC=CC=1)C1C=CC=CC=1)=O)[NH:41]2.C(=O)([O-])O.[Na+]. (4) Given the product [C:1]1([S:7]([NH:10][C:11]2[CH:16]=[CH:15][C:14]([Cl:17])=[CH:13][C:12]=2[NH2:18])(=[O:8])=[O:9])[CH:2]=[CH:3][CH:4]=[CH:5][CH:6]=1, predict the reactants needed to synthesize it. The reactants are: [C:1]1([S:7]([NH:10][C:11]2[CH:16]=[CH:15][C:14]([Cl:17])=[CH:13][C:12]=2[N+:18]([O-])=O)(=[O:9])=[O:8])[CH:6]=[CH:5][CH:4]=[CH:3][CH:2]=1. (5) Given the product [CH2:22]([N:30]1[CH2:31][CH2:32][N:33]([CH2:2][CH2:3][CH2:4][O:5][C:6]2[CH:11]=[CH:10][C:9]([C:12]3[N:13]=[C:14]4[C:19]([CH3:20])=[CH:18][CH:17]=[CH:16][N:15]4[CH:21]=3)=[CH:8][CH:7]=2)[CH2:34][CH2:35]1)[CH2:23][C:24]1[CH:25]=[CH:26][CH:27]=[CH:28][CH:29]=1, predict the reactants needed to synthesize it. The reactants are: Cl[CH2:2][CH2:3][CH2:4][O:5][C:6]1[CH:11]=[CH:10][C:9]([C:12]2[N:13]=[C:14]3[C:19]([CH3:20])=[CH:18][CH:17]=[CH:16][N:15]3[CH:21]=2)=[CH:8][CH:7]=1.[CH2:22]([N:30]1[CH2:35][CH2:34][NH:33][CH2:32][CH2:31]1)[CH2:23][C:24]1[CH:29]=[CH:28][CH:27]=[CH:26][CH:25]=1.C(NCCCC)CCC.